Dataset: Catalyst prediction with 721,799 reactions and 888 catalyst types from USPTO. Task: Predict which catalyst facilitates the given reaction. (1) Product: [ClH:1].[NH2:8][CH2:9][CH2:10][CH2:11][CH2:12][NH:13][S:14]([CH3:17])(=[O:16])=[O:15]. Reactant: [ClH:1].C(OC(=O)[NH:8][CH2:9][CH2:10][CH2:11][CH2:12][NH:13][S:14]([CH3:17])(=[O:16])=[O:15])(C)(C)C. The catalyst class is: 8. (2) Reactant: [CH3:1][O:2][C:3](=[O:21])[C:4]1[CH:9]=[C:8]([N+:10]([O-])=O)[C:7]([C:13]([F:16])([F:15])[F:14])=[CH:6][C:5]=1[NH:17][C:18](=[O:20])[CH3:19].[H][H]. Product: [CH3:1][O:2][C:3](=[O:21])[C:4]1[CH:9]=[C:8]([NH2:10])[C:7]([C:13]([F:16])([F:15])[F:14])=[CH:6][C:5]=1[NH:17][C:18](=[O:20])[CH3:19]. The catalyst class is: 19. (3) Reactant: CN([CH:4]=[C:5]1[C:10](=[O:11])[CH2:9][CH2:8][N:7]([C:12]2[CH:17]=[C:16]([N+:18]([O-:20])=[O:19])[CH:15]=[CH:14][C:13]=2[CH3:21])[CH2:6]1)C.[Cl:22][C:23]1[CH:28]=[CH:27][C:26]([NH:29][C:30]([NH2:32])=[NH:31])=[CH:25][CH:24]=1.[C:33]([O-:36])(=[O:35])C.[Na+].[CH2:38]([OH:40])[CH3:39]. Product: [CH3:23][O:36][C:33](=[O:35])[C:16]1[CH:15]=[CH:14][C:13]([CH3:21])=[C:12]([N:7]2[CH2:6][CH2:5][C:10]3([O:11][CH2:39][CH2:38][O:40]3)[CH2:9][CH2:8]2)[CH:17]=1.[Cl:22][C:23]1[CH:24]=[CH:25][C:26]([NH:29][C:30]2[N:32]=[CH:4][C:5]3[CH2:6][N:7]([C:12]4[CH:17]=[C:16]([N+:18]([O-:20])=[O:19])[CH:15]=[CH:14][C:13]=4[CH3:21])[CH2:8][CH2:9][C:10]=3[N:31]=2)=[CH:27][CH:28]=1. The catalyst class is: 6. (4) Reactant: [CH2:1]([CH:3]1[CH2:8][N:7]([CH:9]2[CH2:12][O:11][CH2:10]2)[CH2:6][CH2:5][N:4]1[C:13]1[CH:14]=[CH:15][C:16]([NH:19][C:20]2[C:25](=[O:26])[N:24]([CH3:27])[CH:23]=[C:22]([C:28]3[C:33]([CH:34]=[O:35])=[C:32]([N:36]4[CH2:48][CH2:47][C:46]5[N:45]6[C:40]([CH2:41][CH2:42][CH2:43][CH2:44]6)=[CH:39][C:38]=5[C:37]4=[O:49])[N:31]=[CH:30][CH:29]=3)[CH:21]=2)=[N:17][CH:18]=1)[CH3:2].[BH4-].[Na+].O. Product: [CH2:1]([C@H:3]1[CH2:8][N:7]([CH:9]2[CH2:10][O:11][CH2:12]2)[CH2:6][CH2:5][N:4]1[C:13]1[CH:14]=[CH:15][C:16]([NH:19][C:20]2[C:25](=[O:26])[N:24]([CH3:27])[CH:23]=[C:22]([C:28]3[CH:29]=[CH:30][N:31]=[C:32]([N:36]4[CH2:48][CH2:47][C:46]5[N:45]6[C:40]([CH2:41][CH2:42][CH2:43][CH2:44]6)=[CH:39][C:38]=5[C:37]4=[O:49])[C:33]=3[CH2:34][OH:35])[CH:21]=2)=[N:17][CH:18]=1)[CH3:2]. The catalyst class is: 5. (5) Reactant: [Br:1][C:2]1[CH:7]=[CH:6][C:5]([OH:8])=[CH:4][N:3]=1.[H-].[Na+].[CH2:11](Br)[C:12]1[CH:17]=[CH:16][CH:15]=[CH:14][CH:13]=1.CCOC(C)=O. Product: [CH2:11]([O:8][C:5]1[CH:6]=[CH:7][C:2]([Br:1])=[N:3][CH:4]=1)[C:12]1[CH:17]=[CH:16][CH:15]=[CH:14][CH:13]=1. The catalyst class is: 3. (6) Reactant: [CH2:1]([C@H:8]1[N:13]([C:14]([C:16]2[CH:20]=[C:19]([CH3:21])[N:18]([C:22]3[CH:27]=[CH:26][CH:25]=[C:24]([OH:28])[CH:23]=3)[C:17]=2[C:29]2[CH:34]=[CH:33][CH:32]=[CH:31][CH:30]=2)=[O:15])[CH2:12][CH2:11][N:10]([C:35]([O:37][C:38]([CH3:41])([CH3:40])[CH3:39])=[O:36])[CH2:9]1)[C:2]1[CH:7]=[CH:6][CH:5]=[CH:4][CH:3]=1.C(=O)([O-])[O-].[K+].[K+].CN(C=O)C.[CH3:53][C:54]1([CH3:57])[CH2:56][O:55]1. Product: [CH2:1]([C@H:8]1[N:13]([C:14]([C:16]2[CH:20]=[C:19]([CH3:21])[N:18]([C:22]3[CH:27]=[CH:26][CH:25]=[C:24]([O:28][CH2:53][C:54]([OH:55])([CH3:57])[CH3:56])[CH:23]=3)[C:17]=2[C:29]2[CH:34]=[CH:33][CH:32]=[CH:31][CH:30]=2)=[O:15])[CH2:12][CH2:11][N:10]([C:35]([O:37][C:38]([CH3:41])([CH3:40])[CH3:39])=[O:36])[CH2:9]1)[C:2]1[CH:7]=[CH:6][CH:5]=[CH:4][CH:3]=1. The catalyst class is: 6. (7) Reactant: [CH:1]1([CH2:4][O:5][C:6]2[CH:7]=[C:8]([C:16]3[N:21]4[N:22]=[C:23]([C:25]5[CH:26]=[N:27][CH:28]=[CH:29][CH:30]=5)[N:24]=[C:20]4[N:19]=[CH:18][CH:17]=3)[CH:9]=[CH:10][C:11]=2[O:12][CH:13]([F:15])[F:14])[CH2:3][CH2:2]1.ClC1C=C(C=CC=1)C(OO)=[O:36].C([O-])(O)=O.[Na+]. Product: [CH:1]1([CH2:4][O:5][C:6]2[CH:7]=[C:8]([C:16]3[N:21]4[N:22]=[C:23]([C:25]5[CH:26]=[N+:27]([O-:36])[CH:28]=[CH:29][CH:30]=5)[N:24]=[C:20]4[N:19]=[CH:18][CH:17]=3)[CH:9]=[CH:10][C:11]=2[O:12][CH:13]([F:15])[F:14])[CH2:3][CH2:2]1. The catalyst class is: 2. (8) Reactant: [CH3:1][C:2]1[S:3][C:4]([S:8](Cl)(=[O:10])=[O:9])=[C:5]([CH3:7])[N:6]=1.[NH3:12]. Product: [CH3:1][C:2]1[S:3][C:4]([S:8]([NH2:12])(=[O:10])=[O:9])=[C:5]([CH3:7])[N:6]=1. The catalyst class is: 5.